This data is from Forward reaction prediction with 1.9M reactions from USPTO patents (1976-2016). The task is: Predict the product of the given reaction. Given the reactants [F:1][C:2](=[C:11]([F:13])[F:12])[CH2:3][CH2:4][S:5][C:6]1[O:7][CH:8]=[CH:9][N:10]=1.ClC1C=CC=C(C(OO)=[O:22])C=1, predict the reaction product. The product is: [F:1][C:2](=[C:11]([F:12])[F:13])[CH2:3][CH2:4][S:5]([C:6]1[O:7][CH:8]=[CH:9][N:10]=1)=[O:22].